From a dataset of Catalyst prediction with 721,799 reactions and 888 catalyst types from USPTO. Predict which catalyst facilitates the given reaction. Reactant: Cl.[NH2:2][C@@H:3]([CH2:8][OH:9])[C:4]([O:6][CH3:7])=[O:5].C(N(CC)CC)C.[CH3:17][C:18]([O:21][C:22](O[C:22]([O:21][C:18]([CH3:20])([CH3:19])[CH3:17])=[O:23])=[O:23])([CH3:20])[CH3:19]. Product: [C:18]([O:21][C:22]([NH:2][C@@H:3]([CH2:8][OH:9])[C:4]([O:6][CH3:7])=[O:5])=[O:23])([CH3:20])([CH3:19])[CH3:17]. The catalyst class is: 2.